Regression. Given two drug SMILES strings and cell line genomic features, predict the synergy score measuring deviation from expected non-interaction effect. From a dataset of NCI-60 drug combinations with 297,098 pairs across 59 cell lines. (1) Synergy scores: CSS=1.36, Synergy_ZIP=0.626, Synergy_Bliss=1.77, Synergy_Loewe=3.49, Synergy_HSA=2.02. Cell line: SNB-75. Drug 2: CC12CCC3C(C1CCC2OP(=O)(O)O)CCC4=C3C=CC(=C4)OC(=O)N(CCCl)CCCl.[Na+]. Drug 1: C1CC(C1)(C(=O)O)C(=O)O.[NH2-].[NH2-].[Pt+2]. (2) Drug 1: CC1=CC=C(C=C1)C2=CC(=NN2C3=CC=C(C=C3)S(=O)(=O)N)C(F)(F)F. Drug 2: C1C(C(OC1N2C=NC3=C2NC=NCC3O)CO)O. Cell line: DU-145. Synergy scores: CSS=-8.78, Synergy_ZIP=1.57, Synergy_Bliss=-4.85, Synergy_Loewe=-6.18, Synergy_HSA=-8.48. (3) Drug 1: CC12CCC(CC1=CCC3C2CCC4(C3CC=C4C5=CN=CC=C5)C)O. Drug 2: C1=NC2=C(N=C(N=C2N1C3C(C(C(O3)CO)O)F)Cl)N. Cell line: OVCAR3. Synergy scores: CSS=44.6, Synergy_ZIP=4.41, Synergy_Bliss=5.76, Synergy_Loewe=-5.02, Synergy_HSA=5.94.